Dataset: Full USPTO retrosynthesis dataset with 1.9M reactions from patents (1976-2016). Task: Predict the reactants needed to synthesize the given product. (1) Given the product [C:1]([C:3]1[C:8]2[N:9]=[C:10]([N:12]3[CH2:15][CH:14]([CH2:16][C:17]([OH:19])=[O:18])[CH2:13]3)[O:11][C:7]=2[C:6]([N:22]2[CH2:26][CH2:25][C@H:24]([N:27]([CH3:29])[CH3:28])[CH2:23]2)=[C:5]([C:30]2[CH:35]=[CH:34][CH:33]=[CH:32][CH:31]=2)[C:4]=1[CH3:36])#[N:2], predict the reactants needed to synthesize it. The reactants are: [C:1]([C:3]1[C:8]2[N:9]=[C:10]([N:12]3[CH2:15][CH:14]([CH2:16][C:17]([O:19]CC)=[O:18])[CH2:13]3)[O:11][C:7]=2[C:6]([N:22]2[CH2:26][CH2:25][C@H:24]([N:27]([CH3:29])[CH3:28])[CH2:23]2)=[C:5]([C:30]2[CH:35]=[CH:34][CH:33]=[CH:32][CH:31]=2)[C:4]=1[CH3:36])#[N:2].[OH-].[Na+].Cl. (2) Given the product [Cl:1][C:2]1[C:11]([C:12]#[N:14])=[CH:10][C:9]2[C:4](=[CH:5][CH:6]=[C:7]([O:19][CH3:20])[CH:8]=2)[N:3]=1, predict the reactants needed to synthesize it. The reactants are: [Cl:1][C:2]1[C:11]([CH:12]=O)=[CH:10][C:9]2[C:4](=[CH:5][CH:6]=[CH:7][CH:8]=2)[N:3]=1.[NH3:14].O.C1[CH2:20][O:19]CC1. (3) Given the product [CH3:9][O:8][C:6]1[CH:7]=[C:2]([CH3:1])[CH:3]=[CH:4][C:5]=1[NH2:10], predict the reactants needed to synthesize it. The reactants are: [CH3:1][C:2]1[CH:3]=[CH:4][C:5]([N+:10]([O-])=O)=[C:6]([O:8][CH3:9])[CH:7]=1.